From a dataset of Catalyst prediction with 721,799 reactions and 888 catalyst types from USPTO. Predict which catalyst facilitates the given reaction. (1) Reactant: [F:1][C:2]([F:10])([CH:6]([OH:9])[CH2:7][CH3:8])[C:3]([OH:5])=[O:4].CS(O)(=O)=O.[C:16](O[C:16](=[O:20])[C:17]([CH3:19])=[CH2:18])(=[O:20])[C:17]([CH3:19])=[CH2:18]. Product: [OH:4][C:3]([C:2]([F:10])([F:1])[CH:6]([O:9][C:16](=[O:20])[C:17]([CH3:19])=[CH2:18])[CH2:7][CH3:8])=[O:5]. The catalyst class is: 10. (2) Reactant: [N+:1]([C:4]1[CH:9]=[CH:8][CH:7]=[CH:6][C:5]=1[CH:10]1[O:14][N:13]=[C:12]([C:15]2[N:16]=[C:17]([CH:20]3[CH2:25][CH2:24][N:23](C(OC(C)(C)C)=O)[CH2:22][CH2:21]3)[S:18][CH:19]=2)[CH2:11]1)([O-:3])=[O:2].[ClH:33]. Product: [Cl-:33].[N+:1]([C:4]1[CH:9]=[CH:8][CH:7]=[CH:6][C:5]=1[CH:10]1[O:14][N:13]=[C:12]([C:15]2[N:16]=[C:17]([CH:20]3[CH2:25][CH2:24][NH2+:23][CH2:22][CH2:21]3)[S:18][CH:19]=2)[CH2:11]1)([O-:3])=[O:2]. The catalyst class is: 269. (3) Reactant: [Cl:1][C:2]1[C:3]([CH:31]=O)=[C:4]([C:27]([F:30])([F:29])[F:28])[CH:5]=[C:6]2[C:11]=1[NH:10][C:9](=[O:12])[N:8]([CH2:13][C:14]1[CH:19]=[C:18]([Cl:20])[CH:17]=[CH:16][C:15]=1[S:21]([CH2:24][CH3:25])(=[O:23])=[O:22])[C:7]2=[O:26].[C:33]([O:37][C:38](=[O:48])[N:39]([CH3:47])[CH2:40][C@H:41]1[CH2:46][CH2:45][CH2:44][NH:43][CH2:42]1)([CH3:36])([CH3:35])[CH3:34]. The catalyst class is: 22. Product: [C:33]([O:37][C:38](=[O:48])[N:39]([CH2:40][C@H:41]1[CH2:46][CH2:45][CH2:44][N:43]([CH2:31][C:3]2[C:2]([Cl:1])=[C:11]3[C:6]([C:7](=[O:26])[N:8]([CH2:13][C:14]4[CH:19]=[C:18]([Cl:20])[CH:17]=[CH:16][C:15]=4[S:21]([CH2:24][CH3:25])(=[O:22])=[O:23])[C:9](=[O:12])[NH:10]3)=[CH:5][C:4]=2[C:27]([F:30])([F:28])[F:29])[CH2:42]1)[CH3:47])([CH3:36])([CH3:34])[CH3:35]. (4) Reactant: [C:1]1([S:7]([N:10]2[C:18]3[C:13](=[C:14]([NH2:19])[CH:15]=[CH:16][CH:17]=3)[CH:12]=[CH:11]2)(=[O:9])=[O:8])[CH:6]=[CH:5][CH:4]=[CH:3][CH:2]=1.C([O-])(O)=O.[Na+].[Br:25][CH2:26][C:27](Br)=[O:28]. Product: [C:1]1([S:7]([N:10]2[C:18]3[C:13](=[C:14]([NH:19][C:27](=[O:28])[CH2:26][Br:25])[CH:15]=[CH:16][CH:17]=3)[CH:12]=[CH:11]2)(=[O:8])=[O:9])[CH:2]=[CH:3][CH:4]=[CH:5][CH:6]=1. The catalyst class is: 34.